From a dataset of Catalyst prediction with 721,799 reactions and 888 catalyst types from USPTO. Predict which catalyst facilitates the given reaction. (1) Reactant: [CH2:1]([O:3][C:4]1[NH:8][C:7]2[CH:9]=[C:10]([C:14]3[C:15]([CH3:20])=[N:16][O:17][C:18]=3[CH3:19])[CH:11]=[C:12](I)[C:6]=2[N:5]=1)[CH3:2].[CH3:21][N:22]1[C:26](B2OC(C)(C)C(C)(C)O2)=[C:25]([C:36]2[CH:41]=[CH:40][CH:39]=[CH:38][CH:37]=2)[CH:24]=[N:23]1.COCCOC.C([O-])([O-])=O.[Cs+].[Cs+]. Product: [CH2:1]([O:3][C:4]1[NH:8][C:7]2[CH:9]=[C:10]([C:14]3[C:15]([CH3:20])=[N:16][O:17][C:18]=3[CH3:19])[CH:11]=[C:12]([C:26]3[N:22]([CH3:21])[N:23]=[CH:24][C:25]=3[C:36]3[CH:37]=[CH:38][CH:39]=[CH:40][CH:41]=3)[C:6]=2[N:5]=1)[CH3:2]. The catalyst class is: 6. (2) Reactant: [CH2:1]([O:5][C:6]1[N:14]=[C:13]2[C:9]([N:10]=[C:11]([O:21][CH3:22])[N:12]2C2CCCCO2)=[C:8]([NH2:23])[N:7]=1)[CH2:2][CH2:3][CH3:4].[C:24]([OH:30])([C:26]([F:29])([F:28])[F:27])=[O:25]. Product: [OH:30][C:24]([C:26]([F:29])([F:28])[F:27])=[O:25].[CH2:1]([O:5][C:6]1[N:14]=[C:13]2[C:9]([N:10]=[C:11]([O:21][CH3:22])[NH:12]2)=[C:8]([NH2:23])[N:7]=1)[CH2:2][CH2:3][CH3:4]. The catalyst class is: 5. (3) Reactant: [CH3:1][O:2][C:3]1[CH:4]=[C:5]2[C:10](=[CH:11][C:12]=1[N+:13]([O-])=O)[CH2:9][N:8]([C:16]([O:18][C:19]([CH3:22])([CH3:21])[CH3:20])=[O:17])[CH2:7][CH2:6]2. Product: [NH2:13][C:12]1[CH:11]=[C:10]2[C:5]([CH2:6][CH2:7][N:8]([C:16]([O:18][C:19]([CH3:20])([CH3:21])[CH3:22])=[O:17])[CH2:9]2)=[CH:4][C:3]=1[O:2][CH3:1]. The catalyst class is: 94. (4) Reactant: [C:1]([Cl:6])(=O)[C:2](Cl)=[O:3].OC1C(=O)[N:10]([CH2:21][CH2:22][O:23][CH3:24])[S:11](=[O:20])(=[O:19])[C:12]=1[C:13]1[CH:18]=[CH:17][CH:16]=[CH:15][CH:14]=1. Product: [Cl:6][C:1]1[C:2](=[O:3])[N:10]([CH2:21][CH2:22][O:23][CH3:24])[S:11](=[O:19])(=[O:20])[C:12]=1[C:13]1[CH:18]=[CH:17][CH:16]=[CH:15][CH:14]=1. The catalyst class is: 2. (5) The catalyst class is: 838. Reactant: C([N:8]1[CH2:15][CH:14]2[CH2:16][CH:10]([CH2:11][N:12]([C:17]([NH:19][CH:20]([CH3:22])[CH3:21])=[O:18])[CH2:13]2)[CH2:9]1)C1C=CC=CC=1. Product: [CH:20]([NH:19][C:17]([N:12]1[CH2:11][CH:10]2[CH2:16][CH:14]([CH2:15][NH:8][CH2:9]2)[CH2:13]1)=[O:18])([CH3:22])[CH3:21]. (6) Reactant: [F:1][C:2]1[CH:9]=[CH:8][CH:7]=[C:4]([CH:5]=[O:6])[C:3]=1[OH:10].[C:11](=O)([O-])[O-].[Cs+].[Cs+].IC. Product: [F:1][C:2]1[C:3]([O:10][CH3:11])=[C:4]([CH:7]=[CH:8][CH:9]=1)[CH:5]=[O:6]. The catalyst class is: 483.